From a dataset of Forward reaction prediction with 1.9M reactions from USPTO patents (1976-2016). Predict the product of the given reaction. (1) Given the reactants [C:1]([O:5][C:6](=[O:35])[NH:7][S:8](=[O:34])(=[O:33])[NH:9][CH2:10][CH2:11][O:12][NH:13][C:14]([C@@H:16]1[CH2:22][CH2:21][C@@H:20]2[CH2:23][N:17]1[C:18](=[O:32])[N:19]2[O:24]CC1C=CC=CC=1)=[O:15])([CH3:4])([CH3:3])[CH3:2], predict the reaction product. The product is: [C:1]([O:5][C:6](=[O:35])[NH:7][S:8](=[O:33])(=[O:34])[NH:9][CH2:10][CH2:11][O:12][NH:13][C:14]([C@@H:16]1[CH2:22][CH2:21][C@@H:20]2[CH2:23][N:17]1[C:18](=[O:32])[N:19]2[OH:24])=[O:15])([CH3:4])([CH3:2])[CH3:3]. (2) Given the reactants Cl[S:2]([C:5]1[CH:6]=[C:7]([N+:11]([O-:13])=[O:12])[CH:8]=[CH:9][CH:10]=1)(=[O:4])=[O:3].C([N:17]([CH:20]([CH3:22])C)[CH2:18][CH3:19])(C)C.C[N:24]1CCC(N)CC1.O1[CH2:35][CH2:34]CC1, predict the reaction product. The product is: [CH3:34][CH:35]1[CH2:19][CH2:18][N:17]([NH:24][S:2]([C:5]2[CH:6]=[C:7]([N+:11]([O-:13])=[O:12])[CH:8]=[CH:9][CH:10]=2)(=[O:4])=[O:3])[CH2:20][CH2:22]1. (3) Given the reactants Cl.[NH2:2][C:3]([CH3:9])([CH3:8])[C:4]([O:6][CH3:7])=[O:5].C(N(CC)CC)C.Cl[C:18](Cl)([O:20]C(=O)OC(Cl)(Cl)Cl)Cl, predict the reaction product. The product is: [N:2]([C:3]([CH3:9])([CH3:8])[C:4]([O:6][CH3:7])=[O:5])=[C:18]=[O:20].